Dataset: Volume of distribution at steady state (VDss) regression data from Lombardo et al.. Task: Regression/Classification. Given a drug SMILES string, predict its absorption, distribution, metabolism, or excretion properties. Task type varies by dataset: regression for continuous measurements (e.g., permeability, clearance, half-life) or binary classification for categorical outcomes (e.g., BBB penetration, CYP inhibition). For this dataset (vdss_lombardo), we predict log10(VDss) (log10 of volume of distribution in L/kg). (1) The molecule is C[NH+](C)CCCN1c2ccccc2CCc2cc(O)ccc21. The log10(VDss) is 0.820. (2) The compound is C[NH+](C)CCCN1c2ccccc2CCc2ccccc21. The log10(VDss) is 1.08. (3) The drug is C[NH+](C)C1C([O-])=C(C(N)=O)C(=O)C2(O)C(O)=C3C(=O)c4c(O)c(NC(=O)C[NH+]5CCCC5)cc(F)c4CC3CC12. The log10(VDss) is 0.360. (4) The molecule is C[NH2+]C1C(O)C(OC2C(NC(=O)C(O)C[NH3+])CC(N)C(OC3OC(C[NH3+])C(O)C(O)C3O)C2O)OCC1(C)O. The log10(VDss) is -0.490. (5) The log10(VDss) is -0.800. The molecule is CCCCNc1cc(C(=O)[O-])cc(S(N)(=O)=O)c1Oc1ccccc1.